This data is from Catalyst prediction with 721,799 reactions and 888 catalyst types from USPTO. The task is: Predict which catalyst facilitates the given reaction. (1) Reactant: Br[C:2]1[CH:7]=[CH:6][C:5]([Br:8])=[CH:4][C:3]=1[N+:9]([O-:11])=[O:10].[NH2:12][CH:13]([CH2:16][OH:17])[CH2:14][OH:15].C(N(CC)C(C)C)(C)C.Cl. Product: [Br:8][C:5]1[CH:6]=[CH:7][C:2]([NH:12][CH:13]([CH2:16][OH:17])[CH2:14][OH:15])=[C:3]([N+:9]([O-:11])=[O:10])[CH:4]=1. The catalyst class is: 8. (2) Reactant: [F:1][C:2]1[CH:7]=[C:6]([C:8]([N:10]2[CH2:15][CH2:14][N:13]([CH2:16][C:17]3[CH:22]=[CH:21][C:20]([C:23]([OH:32])([C:28]([F:31])([F:30])[F:29])[C:24]([F:27])([F:26])[F:25])=[CH:19][CH:18]=3)[CH2:12][CH2:11]2)=[O:9])[CH:5]=[CH:4][C:3]=1[NH:33][C:34](=[O:48])[NH:35][C@@H:36]1[CH2:40][CH2:39][N:38](C(OC(C)(C)C)=O)[CH2:37]1.FC(F)(F)C(O)=O. Product: [F:1][C:2]1[CH:7]=[C:6]([C:8]([N:10]2[CH2:11][CH2:12][N:13]([CH2:16][C:17]3[CH:18]=[CH:19][C:20]([C:23]([OH:32])([C:24]([F:26])([F:27])[F:25])[C:28]([F:29])([F:30])[F:31])=[CH:21][CH:22]=3)[CH2:14][CH2:15]2)=[O:9])[CH:5]=[CH:4][C:3]=1[NH:33][C:34]([NH:35][C@@H:36]1[CH2:40][CH2:39][NH:38][CH2:37]1)=[O:48]. The catalyst class is: 4.